From a dataset of Catalyst prediction with 721,799 reactions and 888 catalyst types from USPTO. Predict which catalyst facilitates the given reaction. (1) Reactant: [CH2:1]([NH:3][C:4]([NH:6][C:7]1[CH:12]=[CH:11][C:10]([C:13]2[N:14]=[C:15]([N:28]3[CH2:33][CH2:32][O:31][CH2:30][CH2:29]3)[C:16]3[CH2:25][CH2:24][N:23]4[C@@H:18]([CH2:19][CH2:20][CH2:21][C:22]4=[O:26])[C:17]=3[N:27]=2)=[CH:9][CH:8]=1)=[O:5])[CH3:2].C(OC(=O)CCCC1C2N=C(C3C=CC(NC(NCC)=O)=CC=3)N=C(N3CCOCC3)C=2CCN1C(OC(C)(C)C)=O)C.Cl.C1(C)C=CC=CC=1.C(N(CC)C(C)C)(C)C. Product: [CH2:1]([NH:3][C:4]([NH:6][C:7]1[CH:12]=[CH:11][C:10]([C:13]2[N:14]=[C:15]([N:28]3[CH2:29][CH2:30][O:31][CH2:32][CH2:33]3)[C:16]3[CH2:25][CH2:24][N:23]4[C@H:18]([CH2:19][CH2:20][CH2:21][C:22]4=[O:26])[C:17]=3[N:27]=2)=[CH:9][CH:8]=1)=[O:5])[CH3:2]. The catalyst class is: 12. (2) Reactant: [C:1]([C:3]1[N:4]=[C:5]([CH2:20][OH:21])[NH:6][C:7]=1[C:8]1[C:9]([CH3:19])=[CH:10][C:11]([CH3:18])=[C:12]([CH:17]=1)[C:13]([O:15]C)=[O:14])#[N:2].[OH-].[Na+]. Product: [C:1]([C:3]1[N:4]=[C:5]([CH2:20][OH:21])[NH:6][C:7]=1[C:8]1[C:9]([CH3:19])=[CH:10][C:11]([CH3:18])=[C:12]([CH:17]=1)[C:13]([OH:15])=[O:14])#[N:2]. The catalyst class is: 24. (3) Reactant: [NH2:1][CH2:2][CH2:3][NH:4][CH2:5][CH2:6][NH:7][CH2:8][CH2:9][NH2:10].C([Cl:30])(=O)CCCCCCC/C=C\CCCCCCCC. Product: [ClH:30].[ClH:30].[NH2:1][CH2:2][CH2:3][NH:4][CH2:5][CH2:6][NH:7][CH2:8][CH2:9][NH2:10]. The catalyst class is: 4.